From a dataset of Full USPTO retrosynthesis dataset with 1.9M reactions from patents (1976-2016). Predict the reactants needed to synthesize the given product. (1) Given the product [CH3:19][N:2]([CH3:1])[CH2:3][CH2:4][CH2:5][N:6]1[C:15]2[C:10](=[CH:11][C:12]([NH2:16])=[CH:13][CH:14]=2)[CH2:9][CH2:8][CH2:7]1, predict the reactants needed to synthesize it. The reactants are: [CH3:1][N:2]([CH3:19])[CH2:3][CH2:4][CH2:5][N:6]1[C:15]2[C:10](=[CH:11][C:12]([N+:16]([O-])=O)=[CH:13][CH:14]=2)[CH2:9][CH2:8][CH2:7]1.O.NN. (2) Given the product [CH2:35]([O:34][C:32]([N:21]1[CH2:22][CH:23]=[C:24]([C:26]2[N:27]=[C:28]([S:31][C:47]3[C@H:53]([CH3:54])[C@H:52]4[N:49]([C:50](=[O:62])[C@@H:51]4[C@H:55]([OH:57])[CH3:56])[C:48]=3[C:63]([O:65][CH2:79][CH:78]=[CH2:77])=[O:64])[S:29][CH:30]=2)[CH2:25][C@@H:20]1[CH2:19][OH:18])=[O:33])[CH:36]=[CH2:37], predict the reactants needed to synthesize it. The reactants are: C[Si](C)(C)[N-][Si](C)(C)C.[Li+].[Si]([O:18][CH2:19][C@H:20]1[CH2:25][C:24]([C:26]2[N:27]=[C:28]([SH:31])[S:29][CH:30]=2)=[CH:23][CH2:22][N:21]1[C:32]([O:34][CH2:35][CH:36]=[CH2:37])=[O:33])(C(C)(C)C)(C)C.O(P(OC1C=CC=CC=1)O[C:47]1[CH:53]([CH3:54])[CH:52]2[N:49]([C:50](=[O:62])[CH:51]2[C@H:55]([O:57][Si](C)(C)C)[CH3:56])[C:48]=1[C:63]([O-:65])=[O:64])C1C=CC=CC=1.C(#N)C.[F-].[CH2:77]([N+](CCCC)(CCCC)CCCC)[CH2:78][CH2:79]C.